Dataset: Forward reaction prediction with 1.9M reactions from USPTO patents (1976-2016). Task: Predict the product of the given reaction. (1) The product is: [CH:1]1([C:4]2[CH:9]=[CH:8][C:7]([I:10])=[C:6]([CH:5]=2)[NH2:11])[CH2:3][CH2:2]1. Given the reactants [CH:1]1([C:4]2[CH:9]=[CH:8][C:7]([I:10])=[C:6]([N+:11]([O-])=O)[CH:5]=2)[CH2:3][CH2:2]1.O.NN, predict the reaction product. (2) The product is: [CH3:1][C:2]1([CH3:9])[O:6][C@@H:5]([CH2:7][O:8][C:13]2[N:18]=[C:17]([NH2:19])[CH:16]=[CH:15][N:14]=2)[CH2:4][O:3]1. Given the reactants [CH3:1][C:2]1([CH3:9])[O:6][C@@H:5]([CH2:7][OH:8])[CH2:4][O:3]1.[H-].[Na+].Cl[C:13]1[N:18]=[C:17]([NH2:19])[CH:16]=[CH:15][N:14]=1, predict the reaction product. (3) Given the reactants Cl.N[C:3]1[CH:11]=[C:10]([Cl:12])[CH:9]=[CH:8][C:4]=1[C:5]([OH:7])=[O:6].[OH-].[Na+].N([O-])=O.[Na+].C(OC([S-])=[S:23])C.[K+], predict the reaction product. The product is: [Cl:12][C:10]1[CH:9]=[CH:8][C:4]([C:5]([OH:7])=[O:6])=[C:3]([SH:23])[CH:11]=1. (4) Given the reactants Cl[CH2:2][CH:3]1[O:8][C:7]2[CH:9]=[C:10]([S:13]([CH3:16])(=[O:15])=[O:14])[CH:11]=[CH:12][C:6]=2[CH2:5][O:4]1.[CH3:17][CH:18]([NH2:20])[CH3:19].C(=O)([O-])[O-].[K+].[K+].[I-].[Na+], predict the reaction product. The product is: [CH3:16][S:13]([C:10]1[CH:11]=[CH:12][C:6]2[CH2:5][O:4][CH:3]([CH2:2][NH:20][CH:18]([CH3:19])[CH3:17])[O:8][C:7]=2[CH:9]=1)(=[O:15])=[O:14]. (5) Given the reactants [N+:1]([C:4]1[CH:11]=[CH:10][CH:9]=[CH:8][C:5]=1[CH:6]=O)([O-:3])=[O:2].[NH2:12][CH2:13][CH2:14][CH:15]([CH3:18])[CH2:16][OH:17].[BH4-].[Na+].Cl, predict the reaction product. The product is: [CH3:18][CH:15]([CH2:14][CH2:13][NH:12][CH2:6][C:5]1[CH:8]=[CH:9][CH:10]=[CH:11][C:4]=1[N+:1]([O-:3])=[O:2])[CH2:16][OH:17].